From a dataset of Catalyst prediction with 721,799 reactions and 888 catalyst types from USPTO. Predict which catalyst facilitates the given reaction. Reactant: [NH2:1][C@H:2]([C:6]([OH:8])=[O:7])[CH:3]([CH3:5])[CH3:4].C(=O)([O-])[O-].[Na+].[Na+].Cl[C:16]([O:18][CH3:19])=[O:17]. Product: [CH3:19][O:18][C:16]([NH:1][CH:2]([CH:3]([CH3:5])[CH3:4])[C:6]([OH:8])=[O:7])=[O:17]. The catalyst class is: 74.